Dataset: Catalyst prediction with 721,799 reactions and 888 catalyst types from USPTO. Task: Predict which catalyst facilitates the given reaction. (1) Reactant: [S:1]1[CH:5]=[CH:4][C:3]([C:6]2[C:16]3[O:15][CH2:14][CH2:13][N:12](C(OC(C)(C)C)=O)[CH2:11][C:10]=3[CH:9]=[CH:8][CH:7]=2)=[CH:2]1.C(OCC)(=O)C.[ClH:30]. Product: [ClH:30].[S:1]1[CH:5]=[CH:4][C:3]([C:6]2[C:16]3[O:15][CH2:14][CH2:13][NH:12][CH2:11][C:10]=3[CH:9]=[CH:8][CH:7]=2)=[CH:2]1. The catalyst class is: 13. (2) Reactant: [N+:1]([C:4]1[CH:5]=[C:6]2[C:10](=[CH:11][CH:12]=1)[NH:9][N:8]=[C:7]2[C:13]1[CH:18]=[CH:17][CH:16]=[CH:15][CH:14]=1)([O-])=O.C(O)C.N. Product: [NH2:1][C:4]1[CH:5]=[C:6]2[C:10](=[CH:11][CH:12]=1)[NH:9][N:8]=[C:7]2[C:13]1[CH:18]=[CH:17][CH:16]=[CH:15][CH:14]=1. The catalyst class is: 6.